This data is from Experimentally validated miRNA-target interactions with 360,000+ pairs, plus equal number of negative samples. The task is: Binary Classification. Given a miRNA mature sequence and a target amino acid sequence, predict their likelihood of interaction. (1) The miRNA is mmu-miR-374b-5p with sequence AUAUAAUACAACCUGCUAAGUG. The protein sequence of the target gene is MAEAPQVVETDPDFEPLPRQRSCTWPLPRPEFNQSNSTTSSPAPSGSTAANPDATASLASASAVSTDFMSNLSLLEESEDFARAPGCVAVAAAAAASRGLCGDFQGPEAGCVHSAPPQPPPTGPLSQPPPVPPAAAGPLAGQPRKTSSSRRNAWGNLSYADLITKAIESSAEKRLTLSQIYEWMVKSVPYFKDKGDSNSSAGWKNSIRHNLSLHSKFIRVQNEGTGKSSWWMLNPEGGKSGKSPRRRAASMDNNSKFAKSRGRAAKKKASLQSGQEGPGDSPGSQFSKWPASPGSHSNDD.... Result: 0 (no interaction). (2) The miRNA is hsa-miR-8063 with sequence UCAAAAUCAGGAGUCGGGGCUU. The protein sequence of the target gene is MDAEYSGNEFPRSEGERDQHQRPGKERKSGEAGWGTGELGQDGRLLSSTLSLSSNRSLGQRQNSPLPFQWRITHSFRWMAQVLASELSLVAFILLLVVAFSKKWLDLSRSLFYQRWPVDVSNRIHTSAHVMSMGLLHFYKSRSCSDLENGKVTFIFSTLMLFPINIWIFELERNVSIPIGWSYFIGWLVLILYFTCAILCYFNHKSFWSLILSHPSGAVSCSSSFGSVEESPRAQTITDTPITQEGVLDPEQKDTHV. Result: 1 (interaction).